Dataset: Full USPTO retrosynthesis dataset with 1.9M reactions from patents (1976-2016). Task: Predict the reactants needed to synthesize the given product. (1) Given the product [C:12]([C:13]1[CH:18]=[CH:17][N:16]2[CH:19]=[CH:20][N:21]=[C:15]2[CH:14]=1)#[CH:11], predict the reactants needed to synthesize it. The reactants are: C([Si]([C:11]#[C:12][C:13]1[CH:18]=[CH:17][N:16]2[CH:19]=[CH:20][N:21]=[C:15]2[CH:14]=1)(C(C)C)C(C)C)(C)C.[F-].C([N+](CCCC)(CCCC)CCCC)CCC. (2) Given the product [C:1]([C:5]1[N:6]=[C:7]2[C:12]([C:13]#[N:14])=[C:11]([CH3:15])[C:10]([C:16]3[C:20]4[CH:21]=[CH:22][C:23]([O:25][CH3:26])=[CH:24][C:19]=4[O:18][CH:17]=3)=[C:9]([Cl:31])[N:8]2[CH:28]=1)([CH3:4])([CH3:3])[CH3:2], predict the reactants needed to synthesize it. The reactants are: [C:1]([C:5]1[NH:6][C:7]2[N:8]([CH:28]=1)[C:9](=O)[C:10]([C:16]1[C:20]3[CH:21]=[CH:22][C:23]([O:25][CH3:26])=[CH:24][C:19]=3[O:18][CH:17]=1)=[C:11]([CH3:15])[C:12]=2[C:13]#[N:14])([CH3:4])([CH3:3])[CH3:2].P(Cl)(Cl)([Cl:31])=O. (3) Given the product [NH:6]1[C:7]2[C:3](=[CH:2][CH:10]=[CH:9][CH:8]=2)[C:4](=[O:12])[C:5]1=[O:11], predict the reactants needed to synthesize it. The reactants are: I[C:2]1[CH:10]=[CH:9][CH:8]=[C:7]2[C:3]=1[C:4](=[O:12])[C:5](=[O:11])[NH:6]2.CN(C)C=O.[H-].[Na+].CI. (4) Given the product [CH2:3]([C:1]1[CH:2]=[CH:15][C:14]2[C:9](=[CH:10][CH:11]=[CH:12][CH:13]=2)[N:8]=1)[CH3:4], predict the reactants needed to synthesize it. The reactants are: [CH:1]([Li])([CH2:3][CH3:4])[CH3:2].CC1C=[CH:15][C:14]2[C:9](=[CH:10][CH:11]=[CH:12][CH:13]=2)[N:8]=1.CI.